This data is from Full USPTO retrosynthesis dataset with 1.9M reactions from patents (1976-2016). The task is: Predict the reactants needed to synthesize the given product. (1) The reactants are: [NH:1]1[C:9]2[C:4](=[CH:5][C:6]([C:10]([NH2:12])=[O:11])=[CH:7][CH:8]=2)[CH:3]=[CH:2]1.[Cl:13][C:14]1[CH:15]=[C:16]([CH:18]=[CH:19][C:20]=1[Cl:21])N. Given the product [Cl:13][C:14]1[CH:15]=[C:16]([NH:12][C:10]([C:6]2[CH:5]=[C:4]3[C:9](=[CH:8][CH:7]=2)[NH:1][CH:2]=[CH:3]3)=[O:11])[CH:18]=[CH:19][C:20]=1[Cl:21], predict the reactants needed to synthesize it. (2) Given the product [N+:1]([C:4]([CH3:11])([CH3:6])[CH2:5][NH:10][CH2:9][CH2:7][OH:8])([O-:3])=[O:2], predict the reactants needed to synthesize it. The reactants are: [N+:1]([CH:4]([CH3:6])[CH3:5])([O-:3])=[O:2].[CH2:7]([CH2:9][NH2:10])[OH:8].[CH2:11]=O.[OH-].[Na+]. (3) Given the product [CH3:36][N:35]([CH3:37])[CH2:34][CH2:33][N:3]1[C:4]([C:13]2[CH:14]=[CH:15][C:16]([O:17][CH2:18][C:19]3[CH:28]=[CH:27][C:26]4[C:21](=[CH:22][CH:23]=[CH:24][CH:25]=4)[N:20]=3)=[CH:29][CH:30]=2)=[C:5]([C:7]2[CH:12]=[CH:11][N:10]=[CH:9][CH:8]=2)[CH:6]=[N:2]1, predict the reactants needed to synthesize it. The reactants are: C[N:2]1[CH:6]=[C:5]([C:7]2[CH:12]=[CH:11][N:10]=[CH:9][CH:8]=2)[C:4]([C:13]2[CH:30]=[CH:29][C:16]([O:17][CH2:18][C:19]3[CH:28]=[CH:27][C:26]4[C:21](=[CH:22][CH:23]=[CH:24][CH:25]=4)[N:20]=3)=[CH:15][CH:14]=2)=[N:3]1.N([CH2:33][CH2:34][N:35]([CH3:37])[CH3:36])N. (4) The reactants are: C1(P(C2C=CC=CC=2)C2C=CC=CC=2)C=CC=CC=1.[CH3:20][N:21]1[C:25]([CH2:26]O)=[CH:24][C:23]([CH3:28])=[N:22]1.Cl[C:30]1[CH:37]=[C:36]([C:38]2[C:39]([CH3:44])=[N:40][NH:41][C:42]=2[CH3:43])[CH:35]=[CH:34][C:31]=1[C:32]#[N:33].N(C(OC(C)(C)C)=O)=NC(OC(C)(C)C)=O. Given the product [CH3:20][N:21]1[C:25]([CH2:26][N:40]2[C:39]([CH3:44])=[C:38]([C:36]3[CH:37]=[CH:30][C:31]([C:32]#[N:33])=[CH:34][CH:35]=3)[C:42]([CH3:43])=[N:41]2)=[CH:24][C:23]([CH3:28])=[N:22]1, predict the reactants needed to synthesize it. (5) The reactants are: [C:1]1([C:7]2([C:18]3[CH:23]=[CH:22][CH:21]=[CH:20][CH:19]=3)[CH:11]3[CH2:12][NH:13][CH2:14][CH2:15][CH2:16][N:10]3[C:9](=[O:17])[O:8]2)[CH:6]=[CH:5][CH:4]=[CH:3][CH:2]=1.[F:24][C:25]1[CH:34]=[CH:33][C:28]([CH2:29][N:30]=[C:31]=[O:32])=[CH:27][CH:26]=1. Given the product [F:24][C:25]1[CH:26]=[CH:27][C:28]([CH2:29][NH:30][C:31]([N:13]2[CH2:14][CH2:15][CH2:16][N:10]3[C:9](=[O:17])[O:8][C:7]([C:1]4[CH:2]=[CH:3][CH:4]=[CH:5][CH:6]=4)([C:18]4[CH:19]=[CH:20][CH:21]=[CH:22][CH:23]=4)[CH:11]3[CH2:12]2)=[O:32])=[CH:33][CH:34]=1, predict the reactants needed to synthesize it. (6) Given the product [CH2:28]([O:47][C:2]1[C:3]([CH3:16])=[N:4][C:5]([N:9]2[C:13]([CH3:14])=[CH:12][CH:11]=[C:10]2[CH3:15])=[N:6][C:7]=1[CH3:8])[C:23]1[CH:24]=[CH:25][CH:26]=[CH:27][CH:22]=1, predict the reactants needed to synthesize it. The reactants are: Br[C:2]1[C:3]([CH3:16])=[N:4][C:5]([N:9]2[C:13]([CH3:14])=[CH:12][CH:11]=[C:10]2[CH3:15])=[N:6][C:7]=1[CH3:8].C(P(C(C)(C)C)[C:22]1[CH:27]=[CH:26][CH:25]=[CH:24][C:23]=1[C:28]1C(C(C)C)=CC(C(C)C)=CC=1C(C)C)(C)(C)C.[OH-:47].[K+].C(Br)C1C=CC=CC=1.[H-].[Na+].